Task: Predict the product of the given reaction.. Dataset: Forward reaction prediction with 1.9M reactions from USPTO patents (1976-2016) (1) Given the reactants [Cl:1][C:2]1[CH:17]=[CH:16][C:5]2[O:6][C:7]3[CH:15]=[CH:14][CH:13]=[CH:12][C:8]=3[C:9](Cl)=[N:10][C:4]=2[CH:3]=1.[CH2:18]1[CH2:22]O[CH2:20][CH2:19]1.[Cl-].[Mg+2].CC1C[CH2:30][NH:29][CH2:28]C1.[Cl-], predict the reaction product. The product is: [Cl:1][C:2]1[CH:17]=[CH:16][C:5]2[O:6][C:7]3[CH:15]=[CH:14][CH:13]=[CH:12][C:8]=3[C:9]([CH:18]3[CH2:22][CH2:28][N:29]([CH3:30])[CH2:20][CH2:19]3)=[N:10][C:4]=2[CH:3]=1. (2) Given the reactants [C:1]1(C2C=CC=CC=2)[CH:6]=[CH:5][CH:4]=[CH:3][C:2]=1[N:7]1[C:16](=[O:17])[C:15]2[C:10](=[CH:11][CH:12]=[CH:13][C:14]=2[Cl:18])[N:9]=[C:8]1[CH2:19]Cl.[N:27]1[C:35]([NH2:36])=[C:34]2[C:30]([N:31]=[CH:32][NH:33]2)=[N:29][CH:28]=1.[C:37]([O-])([O-])=[O:38].[K+].[K+], predict the reaction product. The product is: [NH2:36][C:35]1[N:27]=[CH:28][N:29]=[C:30]2[C:34]=1[N:33]=[CH:32][N:31]2[CH2:19][C:8]1[N:7]([C:2]2[CH:3]=[CH:4][CH:5]=[CH:6][C:1]=2[O:38][CH3:37])[C:16](=[O:17])[C:15]2[C:10](=[CH:11][CH:12]=[CH:13][C:14]=2[Cl:18])[N:9]=1. (3) Given the reactants CN(C(ON1N=NC2C=CC=NC1=2)=[N+](C)C)C.F[P-](F)(F)(F)(F)F.[C:25](O)(=[O:29])[CH:26]([CH3:28])[OH:27].[C:31]([C:33]1[CH:34]=[C:35]([C:46]2[CH:51]=[CH:50][N:49]=[C:48]([NH:52][C:53]3[CH:62]=[CH:61][C:56]([C:57]([O:59][CH3:60])=[O:58])=[CH:55][CH:54]=3)[N:47]=2)[CH:36]=[CH:37][C:38]=1[O:39][CH:40]1[CH2:45][CH2:44][NH:43][CH2:42][CH2:41]1)#[N:32], predict the reaction product. The product is: [C:31]([C:33]1[CH:34]=[C:35]([C:46]2[CH:51]=[CH:50][N:49]=[C:48]([NH:52][C:53]3[CH:54]=[CH:55][C:56]([C:57]([O:59][CH3:60])=[O:58])=[CH:61][CH:62]=3)[N:47]=2)[CH:36]=[CH:37][C:38]=1[O:39][CH:40]1[CH2:41][CH2:42][N:43]([C:25](=[O:29])[C@H:26]([OH:27])[CH3:28])[CH2:44][CH2:45]1)#[N:32]. (4) The product is: [C:40]([C:36]1[CH:37]=[C:38]([CH3:39])[C:32]2[O:31][C:30]([C:27]3[CH:26]=[CH:25][C:24]([C:23]([NH:22][CH2:21][CH:18]4[CH2:19][CH2:20][NH:15][CH2:16][CH2:17]4)=[O:42])=[CH:29][CH:28]=3)=[N:34][C:33]=2[CH:35]=1)#[N:41]. Given the reactants FC(F)(F)C(O)=O.C(OC([N:15]1[CH2:20][CH2:19][CH:18]([CH2:21][NH:22][C:23](=[O:42])[C:24]2[CH:29]=[CH:28][C:27]([C:30]3[O:31][C:32]4[C:38]([CH3:39])=[CH:37][C:36]([C:40]#[N:41])=[CH:35][C:33]=4[N:34]=3)=[CH:26][CH:25]=2)[CH2:17][CH2:16]1)=O)(C)(C)C, predict the reaction product. (5) Given the reactants [F:1][C:2]([F:15])([F:14])[C:3]1[CH:12]=[CH:11][C:10]2[C:9]([OH:13])=[CH:8][CH:7]=[CH:6][C:5]=2[N:4]=1.C(=O)([O-])[O-].[K+].[K+].[Br:22][CH2:23][CH2:24]Br, predict the reaction product. The product is: [Br:22][CH2:23][CH2:24][O:13][C:9]1[CH:8]=[CH:7][CH:6]=[C:5]2[C:10]=1[CH:11]=[CH:12][C:3]([C:2]([F:1])([F:14])[F:15])=[N:4]2.